From a dataset of Reaction yield outcomes from USPTO patents with 853,638 reactions. Predict the reaction yield, written as a fraction of the theoretical maximum amount of product (1.0 means a 100% yield; for example, 0.34 means a 34% yield). (1) No catalyst specified. The yield is 0.940. The product is [NH2:8][C:5]1[CH:6]=[CH:7][C:2]([N:11]2[CH2:15][CH2:14][CH:13]([NH:16][C:17](=[O:23])[O:18][C:19]([CH3:21])([CH3:20])[CH3:22])[CH2:12]2)=[N:3][CH:4]=1. The reactants are Cl[C:2]1[CH:7]=[CH:6][C:5]([N+:8]([O-])=O)=[CH:4][N:3]=1.[NH:11]1[CH2:15][CH2:14][CH:13]([NH:16][C:17](=[O:23])[O:18][C:19]([CH3:22])([CH3:21])[CH3:20])[CH2:12]1. (2) The reactants are Br[C:2]1[CH:3]=[C:4]2[C:9](=[CH:10][CH:11]=1)[N:8]=[CH:7][C:6]([C:12]([CH:14]1[CH2:16][CH2:15]1)=[O:13])=[C:5]2[NH:17][C@H:18]1[CH2:23][CH2:22][C@H:21]([NH:24][C:25](=[O:31])[O:26][C:27]([CH3:30])([CH3:29])[CH3:28])[CH2:20][CH2:19]1.[F:32][C:33]1[CH:38]=[C:37](B2OC(C)(C)C(C)(C)O2)[CH:36]=[C:35]([F:48])[C:34]=1[OH:49]. No catalyst specified. The product is [CH:14]1([C:12]([C:6]2[CH:7]=[N:8][C:9]3[C:4]([C:5]=2[NH:17][C@H:18]2[CH2:19][CH2:20][C@H:21]([NH:24][C:25](=[O:31])[O:26][C:27]([CH3:28])([CH3:29])[CH3:30])[CH2:22][CH2:23]2)=[CH:3][C:2]([C:37]2[CH:38]=[C:33]([F:32])[C:34]([OH:49])=[C:35]([F:48])[CH:36]=2)=[CH:11][CH:10]=3)=[O:13])[CH2:15][CH2:16]1. The yield is 0.490. (3) The reactants are [F:1][C:2]1[CH:7]=[CH:6][C:5]([F:8])=[CH:4][C:3]=1[C@H:9]1[CH2:13][CH2:12][CH2:11][N:10]1[C:14]1[CH:19]=[CH:18][N:17]2[N:20]=[CH:21][C:22]([NH2:23])=[C:16]2[N:15]=1.[OH:24][C:25]([CH3:30])([CH3:29])[C:26](O)=[O:27].CN(C(ON1N=NC2C=CC=NC1=2)=[N+](C)C)C.F[P-](F)(F)(F)(F)F.CCN(C(C)C)C(C)C. The catalyst is C(#N)C. The product is [F:1][C:2]1[CH:7]=[CH:6][C:5]([F:8])=[CH:4][C:3]=1[C@H:9]1[CH2:13][CH2:12][CH2:11][N:10]1[C:14]1[CH:19]=[CH:18][N:17]2[N:20]=[CH:21][C:22]([NH:23][C:26](=[O:27])[C:25]([OH:24])([CH3:30])[CH3:29])=[C:16]2[N:15]=1. The yield is 0.660. (4) The yield is 0.960. The catalyst is C1(C)C=CC=CC=1. The product is [N:13]1([C:8]([CH:3]2[CH2:4][CH2:5][CH2:6][CH2:7][C:2]2=[O:1])=[O:10])[CH2:18][CH2:17][CH2:16][CH2:15][CH2:14]1. The reactants are [O:1]=[C:2]1[CH2:7][CH2:6][CH2:5][CH2:4][CH:3]1[C:8]([O:10]CC)=O.[NH:13]1[CH2:18][CH2:17][CH2:16][CH2:15][CH2:14]1.